From a dataset of Peptide-MHC class I binding affinity with 185,985 pairs from IEDB/IMGT. Regression. Given a peptide amino acid sequence and an MHC pseudo amino acid sequence, predict their binding affinity value. This is MHC class I binding data. (1) The peptide sequence is IYQEPFKNLK. The MHC is HLA-B54:01 with pseudo-sequence HLA-B54:01. The binding affinity (normalized) is 0. (2) The peptide sequence is ISDVLGNLF. The MHC is H-2-Kb with pseudo-sequence H-2-Kb. The binding affinity (normalized) is 0.383. (3) The binding affinity (normalized) is 0.213. The MHC is HLA-A02:01 with pseudo-sequence HLA-A02:01. The peptide sequence is SPTPGPSNA. (4) The binding affinity (normalized) is 0.342. The peptide sequence is FRYNGLIHR. The MHC is Patr-A0101 with pseudo-sequence Patr-A0101. (5) The MHC is HLA-A31:01 with pseudo-sequence HLA-A31:01. The binding affinity (normalized) is 0. The peptide sequence is DIVNGKECCY. (6) The peptide sequence is DFSQFSRGNYR. The MHC is Patr-A0901 with pseudo-sequence Patr-A0901. The binding affinity (normalized) is 0.241. (7) The peptide sequence is LGPATAQM. The MHC is Mamu-A02 with pseudo-sequence Mamu-A02. The binding affinity (normalized) is 0.454.